Dataset: Forward reaction prediction with 1.9M reactions from USPTO patents (1976-2016). Task: Predict the product of the given reaction. (1) Given the reactants [OH:1][C:2]1[CH:3]=[C:4]([CH:7]=[CH:8][C:9]=1[O:10][CH3:11])[CH:5]=[O:6].Br[CH2:13][CH:14]1[CH2:16][CH2:15]1.C(=O)([O-])[O-].[K+].[K+].O, predict the reaction product. The product is: [CH:14]1([CH2:13][O:1][C:2]2[CH:3]=[C:4]([CH:7]=[CH:8][C:9]=2[O:10][CH3:11])[CH:5]=[O:6])[CH2:16][CH2:15]1. (2) Given the reactants [Br:1][C:2]1[C:3]([OH:12])=[C:4]([C:9](=O)[CH3:10])[CH:5]=[C:6]([CH3:8])[CH:7]=1.[Si](OCC)(OCC)(OCC)OCC.[CH:26]([C:29]1[CH:35]=[CH:34][CH:33]=[C:32]([CH:36]([CH3:38])[CH3:37])[C:30]=1[NH2:31])([CH3:28])[CH3:27].OS(O)(=O)=O, predict the reaction product. The product is: [Br:1][C:2]1[CH:7]=[C:6]([CH3:8])[CH:5]=[C:4](/[C:9](=[N:31]/[C:30]2[C:32]([CH:36]([CH3:37])[CH3:38])=[CH:33][CH:34]=[CH:35][C:29]=2[CH:26]([CH3:28])[CH3:27])/[CH3:10])[C:3]=1[OH:12]. (3) Given the reactants [C:1]([C:3]1[CH:4]=[C:5]([S:10]([NH:13][C:14]2[CH:19]=[CH:18][C:17]([F:20])=[CH:16][N:15]=2)(=[O:12])=[O:11])[CH:6]=[CH:7][C:8]=1F)#[N:2].[NH2:21][C:22]1[CH:27]=[CH:26][C:25]([OH:28])=[CH:24][CH:23]=1, predict the reaction product. The product is: [NH2:21][C:22]1[CH:27]=[CH:26][C:25]([O:28][C:8]2[CH:7]=[CH:6][C:5]([S:10]([NH:13][C:14]3[CH:19]=[CH:18][C:17]([F:20])=[CH:16][N:15]=3)(=[O:12])=[O:11])=[CH:4][C:3]=2[C:1]#[N:2])=[CH:24][CH:23]=1. (4) Given the reactants [H-].[Al+3].[Li+].[H-].[H-].[H-].[CH3:7][O:8][C:9]1[CH:10]=[C:11]([CH:16]=[CH:17][N:18]=1)[C:12](OC)=[O:13].O.[OH-].[Na+], predict the reaction product. The product is: [CH3:7][O:8][C:9]1[CH:10]=[C:11]([CH2:12][OH:13])[CH:16]=[CH:17][N:18]=1.